This data is from Catalyst prediction with 721,799 reactions and 888 catalyst types from USPTO. The task is: Predict which catalyst facilitates the given reaction. (1) Reactant: [Br:1][C:2]1[CH:3]=[C:4](/[CH:7]=[CH:8]/[C:9]([O:11][CH2:12][CH3:13])=[O:10])[NH:5][CH:6]=1.[CH3:14][C@@H:15]1[CH2:19][CH2:18][CH2:17][C@H:16]1O.C(P(CCCC)(CCCC)=CC#N)CCC. The catalyst class is: 11. Product: [Br:1][C:2]1[CH:3]=[C:4](/[CH:7]=[CH:8]/[C:9]([O:11][CH2:12][CH3:13])=[O:10])[N:5]([C@@H:16]2[CH2:17][CH2:18][CH2:19][C@@H:15]2[CH3:14])[CH:6]=1. (2) Reactant: [Cl:1][C:2]1[C:7]([C:8](Cl)=[O:9])=[C:6]([Cl:11])[N:5]=[CH:4][N:3]=1.[Si:12]([O:19][C@H:20]([CH3:33])[CH2:21][NH:22][C:23]1[CH:24]=[CH:25][C:26]([O:31][CH3:32])=[C:27]([CH:30]=1)[C:28]#[N:29])([C:15]([CH3:18])([CH3:17])[CH3:16])([CH3:14])[CH3:13].C(N(CC)CC)C. Product: [Si:12]([O:19][C@H:20]([CH3:33])[CH2:21][N:22]([C:23]1[CH:24]=[CH:25][C:26]([O:31][CH3:32])=[C:27]([C:28]#[N:29])[CH:30]=1)[C:8]([C:7]1[C:6]([Cl:11])=[N:5][CH:4]=[N:3][C:2]=1[Cl:1])=[O:9])([C:15]([CH3:18])([CH3:17])[CH3:16])([CH3:14])[CH3:13]. The catalyst class is: 1. (3) Reactant: [CH2:1]([S:3]([C:6]1[CH:14]=[CH:13][C:9]([C:10](O)=[O:11])=[CH:8][CH:7]=1)(=[O:5])=[O:4])[CH3:2].B. Product: [CH2:1]([S:3]([C:6]1[CH:14]=[CH:13][C:9]([CH2:10][OH:11])=[CH:8][CH:7]=1)(=[O:5])=[O:4])[CH3:2]. The catalyst class is: 36. (4) Reactant: C([O:5][C:6](=[O:53])[C:7]([O:10]/[N:11]=[C:12](/[C:40]1[N:41]=[C:42]([NH:45]C(OC(C)(C)C)=O)[S:43][CH:44]=1)\[C:13]([NH:15][C@@H:16]1[C:19](=[O:20])[N:18]([S:21]([OH:24])(=[O:23])=[O:22])[C@@H:17]1[CH2:25][N:26]1[N:30]=[C:29]([CH2:31][NH:32]C(OC(C)(C)C)=O)[CH:28]=[N:27]1)=[O:14])([CH3:9])[CH3:8])(C)(C)C.C(O)(C(F)(F)F)=O. Product: [NH2:32][CH2:31][C:29]1[CH:28]=[N:27][N:26]([CH2:25][C@@H:17]2[C@H:16]([NH:15][C:13](=[O:14])/[C:12](=[N:11]\[O:10][C:7]([CH3:9])([CH3:8])[C:6]([OH:53])=[O:5])/[C:40]3[N:41]=[C:42]([NH2:45])[S:43][CH:44]=3)[C:19](=[O:20])[N:18]2[S:21]([OH:24])(=[O:23])=[O:22])[N:30]=1. The catalyst class is: 106. (5) Product: [CH3:41][O:40][C:37]1[CH:38]=[CH:39][C:34]([CH2:33][O:1][C@H:2]([C@H:4]([CH2:9][CH2:10][CH:11]([CH3:13])[CH3:12])[C:5]([O:7][CH3:8])=[O:6])[CH3:3])=[CH:35][CH:36]=1. Reactant: [OH:1][C@H:2]([C@H:4]([CH2:9][CH2:10][CH:11]([CH3:13])[CH3:12])[C:5]([O:7][CH3:8])=[O:6])[CH3:3].CC1(C)C2(CS(O)(=O)=O)C(CC1CC2)=O.ClC(Cl)(Cl)C(=N)O[CH2:33][C:34]1[CH:39]=[CH:38][C:37]([O:40][CH3:41])=[CH:36][CH:35]=1. The catalyst class is: 2. (6) Reactant: [F:1][C:2]1[CH:7]=[CH:6][CH:5]=[CH:4][C:3]=1[C:8]1[C:16]2[C:11](=[N:12][C:13]([O:21][CH2:22][C:23]([O:25]CC)=[O:24])=[CH:14][C:15]=2[C:17]([F:20])([F:19])[F:18])[N:10]([CH3:28])[N:9]=1.C1COCC1.O[Li].O.Cl. Product: [F:1][C:2]1[CH:7]=[CH:6][CH:5]=[CH:4][C:3]=1[C:8]1[C:16]2[C:11](=[N:12][C:13]([O:21][CH2:22][C:23]([OH:25])=[O:24])=[CH:14][C:15]=2[C:17]([F:20])([F:19])[F:18])[N:10]([CH3:28])[N:9]=1. The catalyst class is: 88.